From a dataset of Forward reaction prediction with 1.9M reactions from USPTO patents (1976-2016). Predict the product of the given reaction. (1) Given the reactants [Br:1][C:2]1[CH:7]=[CH:6][C:5](N)=[C:4]([N+:9]([O-])=O)[CH:3]=1.N([O-])=O.[Na+].[C:16]([S-:18])#[N:17].[K+].Cl[Sn]Cl, predict the reaction product. The product is: [Br:1][C:2]1[CH:7]=[CH:6][C:5]2[S:18][C:16]([NH2:17])=[N:9][C:4]=2[CH:3]=1. (2) Given the reactants [F:1][CH:2]([F:18])[O:3][C:4]1[C:9]([F:10])=[CH:8][C:7]([F:11])=[CH:6][C:5]=1[CH:12]1[CH2:17][CH2:16][NH:15][CH2:14][CH2:13]1.C(=O)([O-])[O-].[K+].[K+].Cl[C:26]1[N:27]=[N:28][CH:29]=[C:30](Cl)[C:31]=1[Cl:32].O.[NH2:35][NH2:36], predict the reaction product. The product is: [Cl:32][C:31]1[C:30]([N:15]2[CH2:14][CH2:13][CH:12]([C:5]3[CH:6]=[C:7]([F:11])[CH:8]=[C:9]([F:10])[C:4]=3[O:3][CH:2]([F:1])[F:18])[CH2:17][CH2:16]2)=[CH:29][N:28]=[N:27][C:26]=1[NH:35][NH2:36].